This data is from Full USPTO retrosynthesis dataset with 1.9M reactions from patents (1976-2016). The task is: Predict the reactants needed to synthesize the given product. Given the product [C:18]([N:17]1[CH2:26][CH2:27][C:11]([C:7]2[CH:8]=[CH:9][CH:10]=[C:5]([O:4][CH3:3])[CH:6]=2)([C:12]#[N:13])[CH2:15][CH2:16]1)(=[O:25])[C:19]1[CH:24]=[CH:23][CH:22]=[CH:21][CH:20]=1, predict the reactants needed to synthesize it. The reactants are: [H-].[Na+].[CH3:3][O:4][C:5]1[CH:6]=[C:7]([CH2:11][C:12]#[N:13])[CH:8]=[CH:9][CH:10]=1.Cl[CH2:15][CH2:16][N:17]([CH2:26][CH2:27]Cl)[C:18](=[O:25])[C:19]1[CH:24]=[CH:23][CH:22]=[CH:21][CH:20]=1.O.